From a dataset of Peptide-MHC class II binding affinity with 134,281 pairs from IEDB. Regression. Given a peptide amino acid sequence and an MHC pseudo amino acid sequence, predict their binding affinity value. This is MHC class II binding data. (1) The peptide sequence is QYENLKYTVIITVHT. The MHC is DRB1_0101 with pseudo-sequence DRB1_0101. The binding affinity (normalized) is 0.807. (2) The peptide sequence is VNMVRRGVRSLSNKIHHHHHH. The MHC is DRB1_1301 with pseudo-sequence DRB1_1301. The binding affinity (normalized) is 0.797. (3) The peptide sequence is GKSSFCDICGEELPT. The MHC is DRB1_0101 with pseudo-sequence DRB1_0101. The binding affinity (normalized) is 0.643. (4) The peptide sequence is GLTHMMIWHSNLNDT. The MHC is DRB1_0301 with pseudo-sequence DRB1_0301. The binding affinity (normalized) is 0.0517.